Dataset: Reaction yield outcomes from USPTO patents with 853,638 reactions. Task: Predict the reaction yield, written as a fraction of the theoretical maximum amount of product (1.0 means a 100% yield; for example, 0.34 means a 34% yield). (1) The reactants are Cl[C:2]1[N:7]=[C:6]([C:8]2([S:21]([CH:24]([CH3:26])[CH3:25])(=[O:23])=[O:22])[CH2:13][CH2:12][N:11](C(OC(C)(C)C)=O)[CH2:10][CH2:9]2)[CH:5]=[C:4]([N:27]2[CH2:32][CH2:31][O:30][CH2:29][C@H:28]2[CH3:33])[N:3]=1.C(=O)([O-])[O-].[Na+].[Na+].[NH:40]1[C:48]2[C:43](=[C:44](B(O)O)[CH:45]=[CH:46][CH:47]=2)[CH:42]=[CH:41]1. The catalyst is COCCOC.O.Cl[Pd](Cl)([P](C1C=CC=CC=1)(C1C=CC=CC=1)C1C=CC=CC=1)[P](C1C=CC=CC=1)(C1C=CC=CC=1)C1C=CC=CC=1. The product is [CH3:25][CH:24]([S:21]([C:8]1([C:6]2[CH:5]=[C:4]([N:27]3[CH2:32][CH2:31][O:30][CH2:29][C@H:28]3[CH3:33])[N:3]=[C:2]([C:44]3[CH:45]=[CH:46][CH:47]=[C:48]4[C:43]=3[CH:42]=[CH:41][NH:40]4)[N:7]=2)[CH2:13][CH2:12][NH:11][CH2:10][CH2:9]1)(=[O:22])=[O:23])[CH3:26]. The yield is 0.170. (2) The reactants are [CH2:1]([O:3][C:4](=[O:14])[NH:5][C:6]1[C:11](I)=[CH:10][CH:9]=[C:8]([F:13])[N:7]=1)[CH3:2].[C:15]([Si:17]([CH3:20])([CH3:19])[CH3:18])#[CH:16].C(N(CC)CC)C.C(OCC)(=O)C. The catalyst is Cl[Pd](Cl)([P](C1C=CC=CC=1)(C1C=CC=CC=1)C1C=CC=CC=1)[P](C1C=CC=CC=1)(C1C=CC=CC=1)C1C=CC=CC=1.O. The product is [CH2:1]([O:3][C:4](=[O:14])[NH:5][C:6]1[C:11]([C:16]#[C:15][Si:17]([CH3:20])([CH3:19])[CH3:18])=[CH:10][CH:9]=[C:8]([F:13])[N:7]=1)[CH3:2]. The yield is 0.420. (3) The reactants are [CH3:1][C:2]1[CH:3]=[CH:4][C:5]2[O:11][CH2:10][CH:9]3[CH2:12][N:13](C(OC(C)(C)C)=O)[CH2:14][CH2:15][N:8]3[C:7](=[O:23])[C:6]=2[CH:24]=1.C(OCC)(=O)C.[ClH:31]. No catalyst specified. The product is [ClH:31].[CH3:1][C:2]1[CH:3]=[CH:4][C:5]2[O:11][CH2:10][CH:9]3[CH2:12][NH:13][CH2:14][CH2:15][N:8]3[C:7](=[O:23])[C:6]=2[CH:24]=1. The yield is 0.521.